From a dataset of Peptide-MHC class I binding affinity with 185,985 pairs from IEDB/IMGT. Regression. Given a peptide amino acid sequence and an MHC pseudo amino acid sequence, predict their binding affinity value. This is MHC class I binding data. (1) The peptide sequence is FHARFVQAL. The MHC is BoLA-AW10 with pseudo-sequence BoLA-AW10. The binding affinity (normalized) is 0.251. (2) The peptide sequence is RYFTVAFLF. The MHC is HLA-B44:02 with pseudo-sequence HLA-B44:02. The binding affinity (normalized) is 0.213.